The task is: Regression. Given two drug SMILES strings and cell line genomic features, predict the synergy score measuring deviation from expected non-interaction effect.. This data is from NCI-60 drug combinations with 297,098 pairs across 59 cell lines. Drug 1: C1=CC(=C2C(=C1NCCNCCO)C(=O)C3=C(C=CC(=C3C2=O)O)O)NCCNCCO. Drug 2: CCC1(CC2CC(C3=C(CCN(C2)C1)C4=CC=CC=C4N3)(C5=C(C=C6C(=C5)C78CCN9C7C(C=CC9)(C(C(C8N6C)(C(=O)OC)O)OC(=O)C)CC)OC)C(=O)OC)O.OS(=O)(=O)O. Cell line: HL-60(TB). Synergy scores: CSS=48.5, Synergy_ZIP=2.02, Synergy_Bliss=-1.08, Synergy_Loewe=-2.65, Synergy_HSA=-0.827.